From a dataset of Forward reaction prediction with 1.9M reactions from USPTO patents (1976-2016). Predict the product of the given reaction. (1) Given the reactants [Br:1][C:2]1[CH:10]=[C:9]([F:11])[CH:8]=[CH:7][C:3]=1[NH:4]OC.[CH3:12][C:13]1([CH3:21])[O:18][C:17](=[O:19])[CH2:16][C:15](=[O:20])[O:14]1.[CH3:22][O:23]C(OC)OC.[CH2:29](O)C, predict the reaction product. The product is: [Br:1][C:2]1[CH:10]=[C:9]([F:11])[C:8]([O:23][CH3:22])=[CH:7][C:3]=1[NH:4][CH:29]=[C:16]1[C:17](=[O:19])[O:18][C:13]([CH3:21])([CH3:12])[O:14][C:15]1=[O:20]. (2) Given the reactants [F:1][C:2]1[CH:10]=[C:9]2[C:5]([C:6](I)=[N:7][NH:8]2)=[CH:4][CH:3]=1.C([Mg]Cl)(C)C.[CH2:17]([Sn:21]([CH2:27][CH2:28][CH2:29][CH3:30])([CH2:23][CH2:24][CH2:25][CH3:26])Cl)[CH2:18][CH2:19][CH3:20], predict the reaction product. The product is: [F:1][C:2]1[CH:10]=[C:9]2[C:5]([C:6]([Sn:21]([CH2:23][CH2:24][CH2:25][CH3:26])([CH2:27][CH2:28][CH2:29][CH3:30])[CH2:17][CH2:18][CH2:19][CH3:20])=[N:7][NH:8]2)=[CH:4][CH:3]=1. (3) The product is: [F:17][C:16]([F:18])([F:19])[CH:9]([NH:8][C:6](=[O:7])[O:5][C:1]([CH3:2])([CH3:4])[CH3:3])[CH2:10][CH2:11][OH:12]. Given the reactants [C:1]([O:5][C:6]([NH:8][CH:9]([C:16]([F:19])([F:18])[F:17])[CH2:10][C:11](OCC)=[O:12])=[O:7])([CH3:4])([CH3:3])[CH3:2].[H-].[Al+3].[Li+].[H-].[H-].[H-].O.[OH-].[Na+], predict the reaction product. (4) Given the reactants [Cl:1][C:2]1[C:10]2[N:9]=[C:8]3[N:11]([C:15]4[CH:20]=[CH:19][C:18]([Cl:21])=[CH:17][C:16]=4[Cl:22])[CH2:12][CH2:13][CH2:14][N:7]3[C:6]=2[C:5]([CH:23]([OH:26])[CH2:24][CH3:25])=[CH:4][CH:3]=1.N(C(N1CCCCC1)=O)=NC(N1CCCCC1)=O.C(P(CCCC)CCCC)CCC.[F:58][C:59]([F:63])([F:62])[CH2:60]O, predict the reaction product. The product is: [Cl:1][C:2]1[C:10]2[N:9]=[C:8]3[N:11]([C:15]4[CH:20]=[CH:19][C:18]([Cl:21])=[CH:17][C:16]=4[Cl:22])[CH2:12][CH2:13][CH2:14][N:7]3[C:6]=2[C:5]([CH:23]([O:26][CH2:60][C:59]([F:63])([F:62])[F:58])[CH2:24][CH3:25])=[CH:4][CH:3]=1. (5) Given the reactants I[C:2]1[CH:7]=[CH:6][N:5]=[C:4]2[N:8]([C:11]3[CH:12]=[C:13]([S:17]([NH2:20])(=[O:19])=[O:18])[CH:14]=[CH:15][CH:16]=3)[N:9]=[CH:10][C:3]=12.C(=O)([O-])[O-].[K+].[K+].Cl.[CH3:28][C:29]1[C:34](B(O)O)=[CH:33][N:32]=[CH:31]N=1.[CH2:38](Cl)Cl, predict the reaction product. The product is: [CH3:28][C:29]1[CH:38]=[CH:31][N:32]=[CH:33][C:34]=1[C:2]1[CH:7]=[CH:6][N:5]=[C:4]2[N:8]([C:11]3[CH:12]=[C:13]([S:17]([NH2:20])(=[O:19])=[O:18])[CH:14]=[CH:15][CH:16]=3)[N:9]=[CH:10][C:3]=12. (6) Given the reactants [N+:1]([C:4]1[CH:5]=[C:6]2[C:11](=[CH:12][CH:13]=1)[N:10]=[C:9]([C:14]1[CH:19]=[CH:18][C:17]3[O:20][CH2:21][O:22][C:16]=3[CH:15]=1)[N:8]=[CH:7]2)([O-:3])=[O:2].[CH3:23]COC(C)=O, predict the reaction product. The product is: [N+:1]([C:4]1[CH:5]=[C:6]2[C:11](=[CH:12][CH:13]=1)[N:10]=[C:9]([C:14]1[CH:19]=[CH:18][C:17]3[O:20][CH2:21][CH2:23][O:22][C:16]=3[CH:15]=1)[N:8]=[CH:7]2)([O-:3])=[O:2]. (7) Given the reactants [CH2:1]([N:3]1[CH2:8][CH2:7][N:6]([C:9]2[CH:10]=[C:11]([NH:15][C:16]3[N:21]=[CH:20][C:19](/[CH:22]=[CH:23]/[C:24]4[CH:25]=[C:26]([CH:31]=[C:32]([O:34][CH3:35])[CH:33]=4)[C:27](OC)=[O:28])=[CH:18][N:17]=3)[CH:12]=[CH:13][CH:14]=2)[CH2:5][CH2:4]1)[CH3:2].[CH3:36][NH2:37], predict the reaction product. The product is: [CH2:1]([N:3]1[CH2:4][CH2:5][N:6]([C:9]2[CH:10]=[C:11]([NH:15][C:16]3[N:21]=[CH:20][C:19](/[CH:22]=[CH:23]/[C:24]4[CH:25]=[C:26]([CH:31]=[C:32]([O:34][CH3:35])[CH:33]=4)[C:27]([NH:37][CH3:36])=[O:28])=[CH:18][N:17]=3)[CH:12]=[CH:13][CH:14]=2)[CH2:7][CH2:8]1)[CH3:2]. (8) Given the reactants C[O:2][C:3]([C:5]1([NH:18][C:19](=[O:31])[C:20]2[CH:25]=[CH:24][CH:23]=[C:22]([CH3:26])[C:21]=2[O:27][CH:28](C)[CH3:29])[CH2:16][C:15]2[C:17]3[C:11]([CH:12]=[CH:13][CH:14]=2)=[CH:10][CH:9]=[CH:8][C:7]=3[CH2:6]1)=[O:4].[OH-].[K+].O.[CH3:35]CO, predict the reaction product. The product is: [CH2:28]([O:27][C:21]1[C:22]([CH3:26])=[CH:23][CH:24]=[CH:25][C:20]=1[C:19]([NH:18][C:5]1([C:3]([OH:2])=[O:4])[CH2:16][C:15]2[C:17]3[C:11]([CH:12]=[CH:13][CH:14]=2)=[CH:10][CH:9]=[CH:8][C:7]=3[CH2:6]1)=[O:31])[CH:29]=[CH2:35]. (9) Given the reactants [CH3:1][O:2][C:3]1[CH:4]=[CH:5][C:6]([C:12](=O)[C:13]2[CH:18]=[CH:17][C:16]([CH3:19])=[CH:15][CH:14]=2)=[C:7]([CH:11]=1)[C:8](O)=[O:9].O.[NH2:22][NH2:23], predict the reaction product. The product is: [CH3:1][O:2][C:3]1[CH:11]=[C:7]2[C:6]([C:12]([C:13]3[CH:18]=[CH:17][C:16]([CH3:19])=[CH:15][CH:14]=3)=[N:22][NH:23][C:8]2=[O:9])=[CH:5][CH:4]=1. (10) Given the reactants [C:1]1([NH:7][CH2:8][C:9]2[C:18]3[C:13](=[CH:14][CH:15]=[CH:16][CH:17]=3)[NH:12][C:11](=[O:19])[CH:10]=2)[CH:6]=[CH:5][CH:4]=[CH:3][CH:2]=1.[S:20]1[CH:24]=[CH:23][CH:22]=[C:21]1[C:25](Cl)=[O:26], predict the reaction product. The product is: [O:19]=[C:11]1[CH:10]=[C:9]([CH2:8][N:7]([C:1]2[CH:2]=[CH:3][CH:4]=[CH:5][CH:6]=2)[C:25]([C:21]2[S:20][CH:24]=[CH:23][CH:22]=2)=[O:26])[C:18]2[C:13](=[CH:14][CH:15]=[CH:16][CH:17]=2)[NH:12]1.